From a dataset of NCI-60 drug combinations with 297,098 pairs across 59 cell lines. Regression. Given two drug SMILES strings and cell line genomic features, predict the synergy score measuring deviation from expected non-interaction effect. (1) Drug 1: C1=CN(C=N1)CC(O)(P(=O)(O)O)P(=O)(O)O. Drug 2: CC12CCC3C(C1CCC2OP(=O)(O)O)CCC4=C3C=CC(=C4)OC(=O)N(CCCl)CCCl.[Na+]. Cell line: BT-549. Synergy scores: CSS=20.3, Synergy_ZIP=0.953, Synergy_Bliss=4.05, Synergy_Loewe=-0.0212, Synergy_HSA=0.0578. (2) Drug 1: COC1=NC(=NC2=C1N=CN2C3C(C(C(O3)CO)O)O)N. Drug 2: CC1C(C(CC(O1)OC2CC(CC3=C2C(=C4C(=C3O)C(=O)C5=C(C4=O)C(=CC=C5)OC)O)(C(=O)CO)O)N)O.Cl. Cell line: K-562. Synergy scores: CSS=27.3, Synergy_ZIP=3.00, Synergy_Bliss=0.0546, Synergy_Loewe=-35.6, Synergy_HSA=-8.39. (3) Drug 1: C1C(C(OC1N2C=C(C(=O)NC2=O)F)CO)O. Drug 2: CCC1(CC2CC(C3=C(CCN(C2)C1)C4=CC=CC=C4N3)(C5=C(C=C6C(=C5)C78CCN9C7C(C=CC9)(C(C(C8N6C=O)(C(=O)OC)O)OC(=O)C)CC)OC)C(=O)OC)O.OS(=O)(=O)O. Cell line: HOP-62. Synergy scores: CSS=29.2, Synergy_ZIP=4.81, Synergy_Bliss=3.12, Synergy_Loewe=-21.1, Synergy_HSA=5.20. (4) Drug 1: CN(CC1=CN=C2C(=N1)C(=NC(=N2)N)N)C3=CC=C(C=C3)C(=O)NC(CCC(=O)O)C(=O)O. Drug 2: C1=CN(C(=O)N=C1N)C2C(C(C(O2)CO)O)O.Cl. Cell line: MCF7. Synergy scores: CSS=15.5, Synergy_ZIP=-8.39, Synergy_Bliss=-2.47, Synergy_Loewe=-3.06, Synergy_HSA=-2.84.